From a dataset of Full USPTO retrosynthesis dataset with 1.9M reactions from patents (1976-2016). Predict the reactants needed to synthesize the given product. (1) Given the product [C:15]([O:19][C:20](=[O:27])[NH:21][C:22]([CH3:26])([CH3:25])[CH2:23][NH:31][C:30]1[CH:32]=[CH:33][CH:34]=[CH:35][C:29]=1[Cl:28])([CH3:18])([CH3:17])[CH3:16], predict the reactants needed to synthesize it. The reactants are: C(O[BH-](OC(=O)C)OC(=O)C)(=O)C.[Na+].[C:15]([O:19][C:20](=[O:27])[NH:21][C:22]([CH3:26])([CH3:25])[CH:23]=O)([CH3:18])([CH3:17])[CH3:16].[Cl:28][C:29]1[CH:35]=[CH:34][CH:33]=[CH:32][C:30]=1[NH2:31].C(O)(=O)C.C(=O)(O)[O-].[Na+]. (2) Given the product [NH2:45][C:33]1[O:1][N:2]=[C:3]([C:5]2[CH:6]=[CH:7][C:8]([CH2:9][N:10]([CH2:22][C:23]([O:25][C:26]([CH3:27])([CH3:28])[CH3:29])=[O:24])[C:11](=[O:21])[C:12]3[CH:13]=[CH:14][C:15]([N+:18]([O-:20])=[O:19])=[CH:16][CH:17]=3)=[CH:30][CH:31]=2)[N:4]=1, predict the reactants needed to synthesize it. The reactants are: [OH:1][NH:2][C:3]([C:5]1[CH:31]=[CH:30][C:8]([CH2:9][N:10]([CH2:22][C:23]([O:25][C:26]([CH3:29])([CH3:28])[CH3:27])=[O:24])[C:11](=[O:21])[C:12]2[CH:17]=[CH:16][C:15]([N+:18]([O-:20])=[O:19])=[CH:14][CH:13]=2)=[CH:7][CH:6]=1)=[NH:4].Cl[C:33](Cl)(Cl)C(OC(=O)C(Cl)(Cl)Cl)=O.[NH3:45]. (3) Given the product [NH2:14][C@H:7]1[C:8]2[C:13](=[CH:12][CH:11]=[CH:10][CH:9]=2)[N:4]([C:1](=[O:3])[CH3:2])[C@@H:5]([CH2:24][CH3:25])[C@@H:6]1[CH2:22][CH3:23], predict the reactants needed to synthesize it. The reactants are: [C:1]([N:4]1[C:13]2[C:8](=[CH:9][CH:10]=[CH:11][CH:12]=2)[C@H:7]([NH:14]C(=O)OC(C)(C)C)[C@@H:6]([CH2:22][CH3:23])[C@@H:5]1[CH2:24][CH3:25])(=[O:3])[CH3:2].C(O)(C(F)(F)F)=O. (4) Given the product [N:18]1[CH:19]=[CH:20][N:21]=[CH:22][C:17]=1[O:16][C:12]1[CH:11]=[C:10]([C@@H:8]([NH2:7])[CH3:9])[CH:15]=[CH:14][CH:13]=1, predict the reactants needed to synthesize it. The reactants are: C(OC(=O)[NH:7][C@H:8]([C:10]1[CH:15]=[CH:14][CH:13]=[C:12]([O:16][C:17]2[CH:22]=[N:21][CH:20]=[CH:19][N:18]=2)[CH:11]=1)[CH3:9])(C)(C)C.Cl. (5) The reactants are: Br[C:2]1[C:3]2[O:12][C:11]([CH2:13][N:14]3[CH2:19][CH2:18][N:17]([S:20]([CH3:23])(=[O:22])=[O:21])[CH2:16][CH2:15]3)=[CH:10][C:4]=2[C:5](=[O:9])[N:6]([CH3:8])[CH:7]=1.IC1C(=O)N(C)C=C(I)C=1OC.[C:36]1([CH:42]([O:44][C:45]2[CH:46]=[N:47][CH:48]=[C:49](B3OC(C)(C)C(C)(C)O3)[CH:50]=2)[CH3:43])[CH:41]=[CH:40][CH:39]=[CH:38][CH:37]=1.C(=O)([O-])[O-].[K+].[K+]. Given the product [CH3:8][N:6]1[CH:7]=[C:2]([C:49]2[CH:48]=[N:47][CH:46]=[C:45]([O:44][CH:42]([C:36]3[CH:41]=[CH:40][CH:39]=[CH:38][CH:37]=3)[CH3:43])[CH:50]=2)[C:3]2[O:12][C:11]([CH2:13][N:14]3[CH2:19][CH2:18][N:17]([S:20]([CH3:23])(=[O:22])=[O:21])[CH2:16][CH2:15]3)=[CH:10][C:4]=2[C:5]1=[O:9], predict the reactants needed to synthesize it. (6) The reactants are: [CH2:1]([O:5][C:6]([N:8]1[CH2:13][CH2:12][N:11]([C:14](=[O:36])[CH2:15][NH:16][C:17]([C:19]2[N:20]=[C:21]([C:30]3[CH:35]=[CH:34][CH:33]=[CH:32][CH:31]=3)[S:22][C:23]=2[NH:24][CH2:25][CH2:26][C:27]([OH:29])=[O:28])=[O:18])[CH2:10][CH2:9]1)=[O:7])[CH2:2][CH2:3][CH3:4].OS(O)(=O)=O.[CH3:42][CH2:43]O. Given the product [CH2:1]([O:5][C:6]([N:8]1[CH2:13][CH2:12][N:11]([C:14](=[O:36])[CH2:15][NH:16][C:17]([C:19]2[N:20]=[C:21]([C:30]3[CH:35]=[CH:34][CH:33]=[CH:32][CH:31]=3)[S:22][C:23]=2[NH:24][CH2:25][CH2:26][C:27]([O:29][CH2:42][CH3:43])=[O:28])=[O:18])[CH2:10][CH2:9]1)=[O:7])[CH2:2][CH2:3][CH3:4], predict the reactants needed to synthesize it. (7) Given the product [Br:23][C:24]1[CH:25]=[C:26]([CH:29]=[CH:30][CH:31]=1)[CH2:27][NH:28][C:2]1[CH:19]=[CH:18][C:5]([O:6][CH2:7][C:8]2[CH:17]=[CH:16][C:15]3[C:10](=[CH:11][CH:12]=[CH:13][CH:14]=3)[N:9]=2)=[CH:4][C:3]=1[N+:20]([O-:22])=[O:21], predict the reactants needed to synthesize it. The reactants are: F[C:2]1[CH:19]=[CH:18][C:5]([O:6][CH2:7][C:8]2[CH:17]=[CH:16][C:15]3[C:10](=[CH:11][CH:12]=[CH:13][CH:14]=3)[N:9]=2)=[CH:4][C:3]=1[N+:20]([O-:22])=[O:21].[Br:23][C:24]1[CH:25]=[C:26]([CH:29]=[CH:30][CH:31]=1)[CH2:27][NH2:28].CCN(C(C)C)C(C)C.O. (8) Given the product [CH3:48][O:49][C:50](=[O:57])[CH2:51][CH2:52][C:53](=[O:54])[CH2:55][NH:56][C:5]([C:4]1[CH:3]=[C:2]([CH:10]=[CH:9][CH:8]=1)[C:1]([O:12][CH3:13])=[O:11])=[O:7], predict the reactants needed to synthesize it. The reactants are: [C:1]([O:12][CH3:13])(=[O:11])[C:2]1[CH:10]=[CH:9][CH:8]=[C:4]([C:5]([OH:7])=O)[CH:3]=1.C(N(C(C)C)CC)(C)C.CN(C(ON1N=NC2C=CC=NC1=2)=[N+](C)C)C.F[P-](F)(F)(F)(F)F.Cl.[CH3:48][O:49][C:50](=[O:57])[CH2:51][CH2:52][C:53]([CH2:55][NH2:56])=[O:54]. (9) Given the product [NH2:29][C:24]1[N:23]=[C:22]([N:18]2[CH2:19][CH2:20][CH2:21][CH:16]([NH:12][C:13](=[O:15])[O:14][C:32]([CH3:37])([CH3:33])[CH3:30])[CH2:17]2)[CH:27]=[C:26]([C:35]2[CH:36]=[CH:37][C:32]([C:30]#[N:31])=[C:33]([F:41])[CH:34]=2)[N:25]=1, predict the reactants needed to synthesize it. The reactants are: C(=O)([O-])[O-].[K+].[K+].O.CC([N:12]([CH:16]1[CH2:21][CH2:20][CH2:19][N:18]([C:22]2[CH:27]=[C:26](Cl)[N:25]=[C:24]([NH2:29])[N:23]=2)[CH2:17]1)[C:13](=[O:15])[O-:14])(C)C.[C:30]([C:32]1[CH:37]=[CH:36][C:35](B(O)O)=[CH:34][C:33]=1[F:41])#[N:31].